From a dataset of Forward reaction prediction with 1.9M reactions from USPTO patents (1976-2016). Predict the product of the given reaction. (1) Given the reactants [NH2:1][C:2]1[N:7]=[C:6]([N:8]2[CH2:20][CH2:19][C:11]3([CH2:15][NH:14][C@H:13]([C:16]([OH:18])=[O:17])[CH2:12]3)[CH2:10][CH2:9]2)[CH:5]=[C:4](O[C@H](C2C=CC(Cl)=CC=2N2C=CC(C)=N2)C(F)(F)F)[N:3]=1.[Br:40][C:41]1[CH:46]=[CH:45][C:44]([Br:47])=[CH:43][C:42]=1[CH:48]([OH:53])[C:49]([F:52])([F:51])[F:50], predict the reaction product. The product is: [NH2:1][C:2]1[N:7]=[C:6]([N:8]2[CH2:20][CH2:19][C:11]3([CH2:15][NH:14][C@H:13]([C:16]([OH:18])=[O:17])[CH2:12]3)[CH2:10][CH2:9]2)[CH:5]=[C:4]([O:53][C@H:48]([C:42]2[CH:43]=[C:44]([Br:47])[CH:45]=[CH:46][C:41]=2[Br:40])[C:49]([F:50])([F:51])[F:52])[N:3]=1. (2) Given the reactants [C:1]([O:4][C@@H:5]1[C@H:9]([O:10][C:11](=[O:13])[CH3:12])[C@@H:8]([C:14]#[CH:15])[O:7][C@H:6]1[N:16]1[CH:24]=[N:23][C:22]2[C:17]1=[N:18][CH:19]=[N:20][C:21]=2Cl)(=[O:3])[CH3:2].[CH:26]1([NH2:32])[CH2:31][CH2:30][CH2:29][CH2:28][CH2:27]1, predict the reaction product. The product is: [C:1]([O:4][C@@H:5]1[C@H:9]([O:10][C:11](=[O:13])[CH3:12])[C@@H:8]([C:14]#[CH:15])[O:7][C@H:6]1[N:16]1[CH:24]=[N:23][C:22]2[C:17]1=[N:18][CH:19]=[N:20][C:21]=2[NH:32][CH:26]1[CH2:31][CH2:30][CH2:29][CH2:28][CH2:27]1)(=[O:3])[CH3:2]. (3) Given the reactants [CH3:1][NH:2][CH3:3].C1COCC1.[H-].C([Al+]CC(C)C)C(C)C.[CH:19]([O:22][C:23]1[CH:24]=[C:25]([CH:43]=[C:44]([C:46](=[O:54])[NH:47][C:48]2[CH:52]=[CH:51][N:50]([CH3:53])[N:49]=2)[CH:45]=1)[O:26][C:27]1[CH:28]=[CH:29][C:30]([C:33]2[O:37][N:36]=[C:35]([C:38]([O:40]CC)=O)[N:34]=2)=[N:31][CH:32]=1)([CH3:21])[CH3:20].S([O-])(O)(=O)=O.[K+], predict the reaction product. The product is: [CH:19]([O:22][C:23]1[CH:24]=[C:25]([CH:43]=[C:44]([C:46](=[O:54])[NH:47][C:48]2[CH:52]=[CH:51][N:50]([CH3:53])[N:49]=2)[CH:45]=1)[O:26][C:27]1[CH:28]=[CH:29][C:30]([C:33]2[O:37][N:36]=[C:35]([C:38]([N:2]([CH3:3])[CH3:1])=[O:40])[N:34]=2)=[N:31][CH:32]=1)([CH3:20])[CH3:21].